From a dataset of Forward reaction prediction with 1.9M reactions from USPTO patents (1976-2016). Predict the product of the given reaction. Given the reactants [NH2:1][C:2]1[S:3][CH:4]=[CH:5][C:6]=1[C:7]([O:9]C)=O.O.[CH:12]([NH2:14])=O, predict the reaction product. The product is: [N:1]1[C:2]2[S:3][CH:4]=[CH:5][C:6]=2[C:7](=[O:9])[NH:14][CH:12]=1.